Dataset: Full USPTO retrosynthesis dataset with 1.9M reactions from patents (1976-2016). Task: Predict the reactants needed to synthesize the given product. (1) Given the product [C:29]([O:9][C@@H:2]([CH2:3][CH2:4][CH2:5][CH2:6][CH2:7][CH3:8])[CH3:1])(=[O:36])[C:30]1[CH:35]=[CH:34][CH:33]=[CH:32][CH:31]=1.[CH3:1][C@H:2]([OH:9])[CH2:3][CH2:4][CH2:5][CH2:6][CH2:7][CH3:8], predict the reactants needed to synthesize it. The reactants are: [CH3:1][C@H:2]([OH:9])[CH2:3][CH2:4][CH2:5][CH2:6][CH2:7][CH3:8].C1(P(C2C=CC=CC=2)C2C=CC=CC=2)C=CC=CC=1.[C:29](O)(=[O:36])[C:30]1[CH:35]=[CH:34][CH:33]=[CH:32][CH:31]=1.C(OC(N=NC(OC(C)C)=O)=O)(C)C.C1(C)C=CC=CC=1. (2) Given the product [C:2]([C:4]1[S:5][CH:6]=[CH:7][C:8]=1[S:9]([N:12]([CH3:27])[C:13]1[CH:14]=[CH:15][CH:16]=[C:17]2[C:21]=1[NH:20][C:19]([C:22]1[S:23][CH:24]=[CH:25][N:26]=1)=[CH:18]2)(=[O:11])=[O:10])(=[O:1])[CH3:3], predict the reactants needed to synthesize it. The reactants are: [OH:1][CH:2]([C:4]1[S:5][CH:6]=[CH:7][C:8]=1[S:9]([N:12]([CH3:27])[C:13]1[CH:14]=[CH:15][CH:16]=[C:17]2[C:21]=1[NH:20][C:19]([C:22]1[S:23][CH:24]=[CH:25][N:26]=1)=[CH:18]2)(=[O:11])=[O:10])[CH3:3].CC(OI1(OC(C)=O)(OC(C)=O)OC(=O)C2C=CC=CC1=2)=O.C(=O)([O-])O.[Na+]. (3) Given the product [CH3:1][N:2]([CH:27]([CH3:29])[CH3:28])[C:3]1[C:4]([C:17]2[CH:18]=[C:19]3[C:23](=[CH:24][CH:25]=2)[NH:22][C:21]([CH3:26])=[CH:20]3)=[N:5][C:6]2[C:11]([N:12]=1)=[CH:10][C:9]([C:13]([OH:15])=[O:14])=[CH:8][CH:7]=2, predict the reactants needed to synthesize it. The reactants are: [CH3:1][N:2]([CH:27]([CH3:29])[CH3:28])[C:3]1[C:4]([C:17]2[CH:18]=[C:19]3[C:23](=[CH:24][CH:25]=2)[NH:22][C:21]([CH3:26])=[CH:20]3)=[N:5][C:6]2[C:11]([N:12]=1)=[CH:10][C:9]([C:13]([O:15]C)=[O:14])=[CH:8][CH:7]=2.[OH-].[Na+]. (4) Given the product [C:23]([NH:2][C:1]([C:3]12[CH2:11][CH:8]3[CH2:9][CH:10]1[CH:6]([CH:7]3[O:12][C:13](=[O:21])[CH2:14][O:15][C:16](=[O:20])[C:17]([CH3:19])=[CH2:18])[O:5][C:4]2=[O:22])=[O:38])(=[O:25])[CH3:24], predict the reactants needed to synthesize it. The reactants are: [C:1]([C:3]12[CH2:11][CH:8]3[CH2:9][CH:10]1[CH:6]([CH:7]3[O:12][C:13](=[O:21])[CH2:14][O:15][C:16](=[O:20])[C:17]([CH3:19])=[CH2:18])[O:5][C:4]2=[O:22])#[N:2].[C:23](OC(=O)C)(=[O:25])[CH3:24].[Sn](Cl)(Cl)(Cl)Cl.Cl.C(OCC)(=[O:38])C. (5) Given the product [CH2:9]([O:11][C:12](=[O:13])[CH2:14][N:15]1[CH2:20][CH2:19][N:18]([C:2]2[CH:7]=[C:6]([Cl:8])[N:5]=[CH:4][N:3]=2)[CH2:17][CH2:16]1)[CH3:10], predict the reactants needed to synthesize it. The reactants are: Cl[C:2]1[CH:7]=[C:6]([Cl:8])[N:5]=[CH:4][N:3]=1.[CH2:9]([O:11][C:12]([CH2:14][N:15]1[CH2:20][CH2:19][NH:18][CH2:17][CH2:16]1)=[O:13])[CH3:10].C(N(C(C)C)CC)(C)C. (6) Given the product [CH3:29][O:28][C:22]1[CH:21]=[C:20]([S:17]([N:6]2[CH2:7][C@@H:8]([O:10][C:11]3[CH:12]=[CH:13][CH:14]=[CH:15][CH:16]=3)[CH2:9][C@H:5]2[C:3]([OH:4])=[O:2])(=[O:19])=[O:18])[CH:25]=[CH:24][C:23]=1[O:26][CH3:27], predict the reactants needed to synthesize it. The reactants are: C[O:2][C:3]([C@@H:5]1[CH2:9][C@H:8]([O:10][C:11]2[CH:16]=[CH:15][CH:14]=[CH:13][CH:12]=2)[CH2:7][N:6]1[S:17]([C:20]1[CH:25]=[CH:24][C:23]([O:26][CH3:27])=[C:22]([O:28][CH3:29])[CH:21]=1)(=[O:19])=[O:18])=[O:4].O.[OH-].[Li+].C(O)(=O)CC(CC(O)=O)(C(O)=O)O. (7) Given the product [CH2:26]([N:10]1[C:9]2[N:8]=[C:7]([CH2:6][C:5]3[CH:4]=[CH:3][C:2]([NH:1][S:42]([C:32]4[C:41]5[C:36](=[CH:37][CH:38]=[CH:39][CH:40]=5)[CH:35]=[CH:34][CH:33]=4)(=[O:44])=[O:43])=[CH:31][CH:30]=3)[NH:15][C:14]=2[C:13](=[O:16])[N:12]([CH2:17][C:18]2[CH:23]=[CH:22][CH:21]=[CH:20][C:19]=2[F:24])[C:11]1=[O:25])[CH2:27][CH2:28][CH3:29], predict the reactants needed to synthesize it. The reactants are: [NH2:1][C:2]1[CH:31]=[CH:30][C:5]([CH2:6][C:7]2[NH:15][C:14]3[C:13](=[O:16])[N:12]([CH2:17][C:18]4[CH:23]=[CH:22][CH:21]=[CH:20][C:19]=4[F:24])[C:11](=[O:25])[N:10]([CH2:26][CH2:27][CH2:28][CH3:29])[C:9]=3[N:8]=2)=[CH:4][CH:3]=1.[C:32]1([S:42](Cl)(=[O:44])=[O:43])[C:41]2[C:36](=[CH:37][CH:38]=[CH:39][CH:40]=2)[CH:35]=[CH:34][CH:33]=1. (8) Given the product [Si:1]([O:18][C@@H:19]([CH3:28])[CH2:20][CH:21]=[CH:22][CH2:23][OH:24])([C:14]([CH3:16])([CH3:17])[CH3:15])([C:8]1[CH:9]=[CH:10][CH:11]=[CH:12][CH:13]=1)[C:2]1[CH:3]=[CH:4][CH:5]=[CH:6][CH:7]=1, predict the reactants needed to synthesize it. The reactants are: [Si:1]([O:18][C@@H:19]([CH3:28])[CH2:20][CH:21]=[CH:22][C:23](OCC)=[O:24])([C:14]([CH3:17])([CH3:16])[CH3:15])([C:8]1[CH:13]=[CH:12][CH:11]=[CH:10][CH:9]=1)[C:2]1[CH:7]=[CH:6][CH:5]=[CH:4][CH:3]=1.CC(C[AlH]CC(C)C)C.[NH4+].[Cl-].[O-]S([O-])(=O)=O.[Mg+2]. (9) Given the product [CH2:1]([O:8][C:9]1[CH:10]=[CH:11][C:12]2[C:13]3[C:18](=[CH:17][C:16]([N:22]([CH3:25])[CH:23]=[O:24])=[CH:15][CH:14]=3)[N:19]([C:28]([O:29][C:30]([CH3:33])([CH3:32])[CH3:31])=[O:34])[C:20]=2[CH:21]=1)[C:2]1[CH:3]=[CH:4][CH:5]=[CH:6][CH:7]=1, predict the reactants needed to synthesize it. The reactants are: [CH2:1]([O:8][C:9]1[CH:21]=[C:20]2[C:12]([C:13]3[CH:14]=[CH:15][C:16]([N:22]([CH3:25])[CH:23]=[O:24])=[CH:17][C:18]=3[NH:19]2)=[CH:11][CH:10]=1)[C:2]1[CH:7]=[CH:6][CH:5]=[CH:4][CH:3]=1.[H-].[Na+].[C:28](=O)([O:34]C1C=CC=CC=1)[O:29][C:30]([CH3:33])([CH3:32])[CH3:31].